Dataset: Peptide-MHC class I binding affinity with 185,985 pairs from IEDB/IMGT. Task: Regression. Given a peptide amino acid sequence and an MHC pseudo amino acid sequence, predict their binding affinity value. This is MHC class I binding data. (1) The MHC is Mamu-A20102 with pseudo-sequence Mamu-A20102. The binding affinity (normalized) is 0.223. The peptide sequence is GSAMGAASL. (2) The peptide sequence is RQIRMTSTI. The MHC is BoLA-HD6 with pseudo-sequence BoLA-HD6. The binding affinity (normalized) is 1.00. (3) The peptide sequence is YIWIKNLET. The MHC is HLA-A02:06 with pseudo-sequence HLA-A02:06. The binding affinity (normalized) is 0.459. (4) The peptide sequence is FPVTPQVPL. The MHC is HLA-B35:01 with pseudo-sequence HLA-B35:01. The binding affinity (normalized) is 0.963. (5) The peptide sequence is KLQARNIQK. The MHC is HLA-A03:01 with pseudo-sequence HLA-A03:01. The binding affinity (normalized) is 0.808.